Dataset: Catalyst prediction with 721,799 reactions and 888 catalyst types from USPTO. Task: Predict which catalyst facilitates the given reaction. (1) Reactant: [Br:1][C:2]1[CH:7]=[CH:6][C:5]([N+:8]([O-:10])=[O:9])=[C:4](F)[CH:3]=1.[O:12]1[CH2:17][CH2:16][CH:15]([NH2:18])[CH2:14][CH2:13]1. Product: [Br:1][C:2]1[CH:7]=[CH:6][C:5]([N+:8]([O-:10])=[O:9])=[C:4]([NH:18][CH:15]2[CH2:16][CH2:17][O:12][CH2:13][CH2:14]2)[CH:3]=1. The catalyst class is: 18. (2) Reactant: Cl[C:2]1[C:7]([CH:8]([CH2:13][CH2:14][CH3:15])[C:9]([O:11][CH3:12])=[O:10])=[C:6]([CH3:16])[N:5]=[C:4]([C:17]2[CH:22]=[CH:21][CH:20]=[CH:19][CH:18]=2)[N:3]=1.C(N(CC)C(C)C)(C)C.[CH3:32][N:33]1[CH2:38][CH2:37][O:36][C:35]2[CH:39]=[C:40](B3OC(C)(C)C(C)(C)O3)[CH:41]=[CH:42][C:34]1=2. Product: [CH3:16][C:6]1[C:7]([CH:8]([CH2:13][CH2:14][CH3:15])[C:9]([O:11][CH3:12])=[O:10])=[C:2]([C:40]2[CH:41]=[CH:42][C:34]3[N:33]([CH3:32])[CH2:38][CH2:37][O:36][C:35]=3[CH:39]=2)[N:3]=[C:4]([C:17]2[CH:22]=[CH:21][CH:20]=[CH:19][CH:18]=2)[N:5]=1. The catalyst class is: 659. (3) Reactant: [Br:1][C:2]1[CH:7]=[C:6]([C:8]2[S:12][C:11]([NH:13][C:14](=[O:23])[C:15]3[C:20]([F:21])=[CH:19][CH:18]=[CH:17][C:16]=3[F:22])=[N:10][C:9]=2[CH3:24])[CH:5]=[CH:4][N:3]=1.[H][H]. Product: [BrH:1].[F:22][C:16]1[CH:17]=[CH:18][CH:19]=[C:20]([F:21])[C:15]=1[C:14]([NH:13][C:11]1[S:12][C:8]([C:6]2[CH:5]=[CH:4][N:3]=[CH:2][CH:7]=2)=[C:9]([CH3:24])[N:10]=1)=[O:23]. The catalyst class is: 29. (4) Product: [NH2:24][CH:21]1[CH2:22][CH2:23][N:18]([C:16]([NH:15][C:13]2[S:14][C:10]([C:6]3[CH:7]=[CH:8][CH:9]=[C:4]([O:3][C:2]([F:1])([F:33])[F:32])[CH:5]=3)=[CH:11][N:12]=2)=[O:17])[CH2:19][CH2:20]1. Reactant: [F:1][C:2]([F:33])([F:32])[O:3][C:4]1[CH:5]=[C:6]([C:10]2[S:14][C:13]([NH:15][C:16]([N:18]3[CH2:23][CH2:22][CH:21]([NH:24]C(=O)OC(C)(C)C)[CH2:20][CH2:19]3)=[O:17])=[N:12][CH:11]=2)[CH:7]=[CH:8][CH:9]=1. The catalyst class is: 55. (5) Reactant: Cl.Cl[C:3]1[N:8]=[CH:7][N:6]=[C:5]([N:9]2[C:13](=[O:14])[C:12]([N:15]3[CH:19]=[CH:18][N:17]=[CH:16]3)=[CH:11][NH:10]2)[CH:4]=1.Cl.[F:21][C:22]1([F:27])[CH2:26][CH2:25][NH:24][CH2:23]1.C(N(C(C)C)C(C)C)C. Product: [F:21][C:22]1([F:27])[CH2:26][CH2:25][N:24]([C:3]2[N:8]=[CH:7][N:6]=[C:5]([N:9]3[C:13](=[O:14])[C:12]([N:15]4[CH:19]=[CH:18][N:17]=[CH:16]4)=[CH:11][NH:10]3)[CH:4]=2)[CH2:23]1. The catalyst class is: 7. (6) Reactant: [C:1]1([CH3:7])C=CC=CC=1.[Br:8][C:9]1[CH:16]=[CH:15][C:12]([CH:13]=[O:14])=[C:11]([F:17])[CH:10]=1.C1(C)C(S(O)(=O)=[O:25])=CC=CC=1.C([O-])(O)=O.[Na+]. Product: [Br:8][C:9]1[CH:16]=[CH:15][C:12]([CH:13]2[O:25][CH2:1][CH2:7][O:14]2)=[C:11]([F:17])[CH:10]=1. The catalyst class is: 196. (7) Reactant: [CH3:1][CH:2]([CH2:4][CH2:5][CH2:6][C@H:7]([C@@H:9]1[C@:26]2([CH3:27])[C@H:12]([C:13]3[CH2:14][CH2:15][C:16]4[C@:21]([C:23]=3[CH2:24][CH2:25]2)([CH3:22])[CH2:20][CH2:19][C:18](=[O:28])[CH:17]=4)[CH2:11][CH2:10]1)[CH3:8])[CH3:3].C1(=O)CCCCC1.CC(C)[O-].[Al+3].CC(C)[O-].CC(C)[O-].CC(C)([O-])C.[Al+3].CC(C)([O-])C.CC(C)([O-])C.[Cr](O[Cr]([O-])(=O)=O)([O-])(=O)=O.[NH+]1C=CC=CC=1.[NH+]1C=CC=CC=1.CC(CCC[C@H]([C@@H]1[C@]2(C)C(=C3[C@H](CC2)[C@]2(C)C(C[C@@H](O)CC2)=CC3)CC1)C)C. Product: [CH3:3][CH:2]([CH2:4][CH2:5][CH2:6][C@H:7]([C@@H:9]1[C@:26]2([CH3:27])[C@H:12]([C:13]3[CH2:14][CH:15]=[C:16]4[C@:21]([C:23]=3[CH2:24][CH2:25]2)([CH3:22])[CH2:20][CH2:19][CH:18]([OH:28])[CH2:17]4)[CH2:11][CH2:10]1)[CH3:8])[CH3:1].[CH3:3][CH:2]([CH2:4][CH2:5][CH2:6][C@H:7]([C@@H:9]1[C@:26]2([CH3:27])[C:12](=[C:13]3[C@H:23]([CH2:24][CH2:25]2)[C@:21]2([CH3:22])[C:16]([CH2:17][C:18](=[O:28])[CH2:19][CH2:20]2)=[CH:15][CH2:14]3)[CH2:11][CH2:10]1)[CH3:8])[CH3:1]. The catalyst class is: 21. (8) Reactant: C(OC(=O)[NH:7][C:8]1([C:12]2[CH:17]=[CH:16][C:15]([C:18]3[C:23]([C:24]4[CH:29]=[CH:28][CH:27]=[CH:26][CH:25]=4)=[CH:22][N:21]4[N:30]=[C:31]([NH:33][C:34](=[O:36])[CH3:35])[N:32]=[C:20]4[N:19]=3)=[CH:14][CH:13]=2)[CH2:11][CH2:10][CH2:9]1)(C)(C)C.C(O)(C(F)(F)F)=O. Product: [NH2:7][C:8]1([C:12]2[CH:13]=[CH:14][C:15]([C:18]3[C:23]([C:24]4[CH:29]=[CH:28][CH:27]=[CH:26][CH:25]=4)=[CH:22][N:21]4[N:30]=[C:31]([NH:33][C:34](=[O:36])[CH3:35])[N:32]=[C:20]4[N:19]=3)=[CH:16][CH:17]=2)[CH2:11][CH2:10][CH2:9]1. The catalyst class is: 2. (9) Product: [F:13][C:10]1[CH:11]=[CH:12][C:7]([C:6]2[N:5]([CH:14]3[CH2:19][CH2:18][S:17][CH2:16][CH2:15]3)[N:4]=[C:3]([CH3:20])[C:2]=2[C:29]2[CH:30]=[CH:31][C:32]3[O:37][CH2:36][C:35](=[O:38])[NH:34][C:33]=3[CH:39]=2)=[CH:8][CH:9]=1. The catalyst class is: 12. Reactant: Br[C:2]1[C:3]([CH3:20])=[N:4][N:5]([CH:14]2[CH2:19][CH2:18][S:17][CH2:16][CH2:15]2)[C:6]=1[C:7]1[CH:12]=[CH:11][C:10]([F:13])=[CH:9][CH:8]=1.CC1(C)C(C)(C)OB([C:29]2[CH:30]=[CH:31][C:32]3[O:37][CH2:36][C:35](=[O:38])[NH:34][C:33]=3[CH:39]=2)O1.C(=O)([O-])[O-].[Cs+].[Cs+]. (10) Reactant: [Br-].[CH2:2]([N+:8]1[CH:12]=[CH:11][N:10]([C:13]2[C:18]([CH3:19])=[CH:17][C:16]([CH3:20])=[CH:15][C:14]=2[CH3:21])[CH:9]=1)[CH2:3][CH2:4][CH2:5][CH2:6][CH3:7].[F:22][P-:23]([F:28])([F:27])([F:26])([F:25])[F:24].[NH4+]. Product: [F:22][P-:23]([F:28])([F:27])([F:26])([F:25])[F:24].[CH2:2]([N+:8]1[CH:12]=[CH:11][N:10]([C:13]2[C:18]([CH3:19])=[CH:17][C:16]([CH3:20])=[CH:15][C:14]=2[CH3:21])[CH:9]=1)[CH2:3][CH2:4][CH2:5][CH2:6][CH3:7]. The catalyst class is: 72.